This data is from Peptide-MHC class II binding affinity with 134,281 pairs from IEDB. The task is: Regression. Given a peptide amino acid sequence and an MHC pseudo amino acid sequence, predict their binding affinity value. This is MHC class II binding data. The binding affinity (normalized) is 0.131. The peptide sequence is LQGPFNFRFLTEKGM. The MHC is HLA-DPA10103-DPB10301 with pseudo-sequence HLA-DPA10103-DPB10301.